Dataset: Catalyst prediction with 721,799 reactions and 888 catalyst types from USPTO. Task: Predict which catalyst facilitates the given reaction. (1) Reactant: Cl[C:2]1[N:3]=[C:4]([N:22]2[CH2:27][CH2:26][O:25][CH2:24][CH2:23]2)[C:5]2[N:11]=[CH:10][C:9]([C:12]3[CH:13]=[C:14]([NH:18][C:19](=[O:21])[CH3:20])[CH:15]=[CH:16][CH:17]=3)=[CH:8][C:6]=2[N:7]=1.[C:28]([O:32][C:33]([NH:35][C:36]1[N:41]=[CH:40][C:39](B(O)O)=[CH:38][N:37]=1)=[O:34])([CH3:31])([CH3:30])[CH3:29].P([O-])([O-])([O-])=O.[K+].[K+].[K+].CN(C=O)C. Product: [C:28]([O:32][C:33](=[O:34])[NH:35][C:36]1[N:41]=[CH:40][C:39]([C:2]2[N:3]=[C:4]([N:22]3[CH2:27][CH2:26][O:25][CH2:24][CH2:23]3)[C:5]3[N:11]=[CH:10][C:9]([C:12]4[CH:17]=[CH:16][CH:15]=[C:14]([NH:18][C:19](=[O:21])[CH3:20])[CH:13]=4)=[CH:8][C:6]=3[N:7]=2)=[CH:38][N:37]=1)([CH3:31])([CH3:29])[CH3:30]. The catalyst class is: 103. (2) Reactant: [F:1][C:2]1[CH:7]=[CH:6][CH:5]=[C:4]([F:8])[C:3]=1[N:9]1[CH2:14][CH2:13][S:12](=[O:16])(=[O:15])[CH2:11][CH2:10]1.[N+:17]([O-])([OH:19])=[O:18].O. Product: [F:8][C:4]1[CH:5]=[C:6]([N+:17]([O-:19])=[O:18])[CH:7]=[C:2]([F:1])[C:3]=1[N:9]1[CH2:10][CH2:11][S:12](=[O:16])(=[O:15])[CH2:13][CH2:14]1. The catalyst class is: 15.